Dataset: Full USPTO retrosynthesis dataset with 1.9M reactions from patents (1976-2016). Task: Predict the reactants needed to synthesize the given product. (1) Given the product [F:15][C:16]([F:21])([F:20])[CH:17]([OH:18])[CH2:19][N:11]1[CH2:12][CH2:13][CH2:14][CH:9]([C:5]2[CH:6]=[CH:7][CH:8]=[C:3]([O:2][CH3:1])[CH:4]=2)[CH2:10]1, predict the reactants needed to synthesize it. The reactants are: [CH3:1][O:2][C:3]1[CH:4]=[C:5]([CH:9]2[CH2:14][CH2:13][CH2:12][NH:11][CH2:10]2)[CH:6]=[CH:7][CH:8]=1.[F:15][C:16]([F:21])([F:20])[CH:17]1[CH2:19][O:18]1. (2) The reactants are: C([CH:3]([OH:24])[CH2:4][CH2:5][N:6]1[C:14]2[C:9](=[CH:10][C:11]([N+:15]([O-:17])=[O:16])=[CH:12][CH:13]=2)[CH:8]=[C:7]1[C:18]1[CH:23]=[CH:22][CH:21]=[CH:20][CH:19]=1)C.C(N(CC)CC)C.[C:32](Cl)(=[O:34])[CH3:33].C([O-])(O)=O.[Na+]. Given the product [C:32]([O:24][CH2:3][CH2:4][CH2:5][N:6]1[C:14]2[C:9](=[CH:10][C:11]([N+:15]([O-:17])=[O:16])=[CH:12][CH:13]=2)[CH:8]=[C:7]1[C:18]1[CH:23]=[CH:22][CH:21]=[CH:20][CH:19]=1)(=[O:34])[CH3:33], predict the reactants needed to synthesize it. (3) The reactants are: Br[C:2]1[CH:3]=[C:4]([C:14]([NH:16][CH2:17][C:18]2[C:19](=[O:28])[NH:20][C:21]([CH3:27])=[CH:22][C:23]=2[CH2:24][CH2:25][CH3:26])=[O:15])[C:5]2[CH:6]=[N:7][N:8]([CH:11]([CH3:13])[CH3:12])[C:9]=2[CH:10]=1.CC1(C)C(C)(C)OB([C:37]2[CH:38]=[CH:39][C:40]([N:43]3[CH2:48][CH2:47][NH:46][CH2:45][CH2:44]3)=[N:41][CH:42]=2)O1. Given the product [CH3:12][CH:11]([N:8]1[C:9]2[CH:10]=[C:2]([C:37]3[CH:42]=[N:41][C:40]([N:43]4[CH2:44][CH2:45][NH:46][CH2:47][CH2:48]4)=[CH:39][CH:38]=3)[CH:3]=[C:4]([C:14]([NH:16][CH2:17][C:18]3[C:19](=[O:28])[NH:20][C:21]([CH3:27])=[CH:22][C:23]=3[CH2:24][CH2:25][CH3:26])=[O:15])[C:5]=2[CH:6]=[N:7]1)[CH3:13], predict the reactants needed to synthesize it.